Dataset: Peptide-MHC class II binding affinity with 134,281 pairs from IEDB. Task: Regression. Given a peptide amino acid sequence and an MHC pseudo amino acid sequence, predict their binding affinity value. This is MHC class II binding data. The peptide sequence is AAGTAGTTVYGAFAA. The MHC is HLA-DQA10102-DQB10602 with pseudo-sequence HLA-DQA10102-DQB10602. The binding affinity (normalized) is 0.836.